This data is from Full USPTO retrosynthesis dataset with 1.9M reactions from patents (1976-2016). The task is: Predict the reactants needed to synthesize the given product. (1) Given the product [C:1]([O:5][C:6]([NH:8][C:9]1[CH:18]=[CH:17][C:16]2[C:11](=[CH:12][CH:13]=[C:14]([C:19]([O:21][CH3:22])=[O:20])[CH:15]=2)[C:10]=1[Br:30])=[O:7])([CH3:4])([CH3:3])[CH3:2], predict the reactants needed to synthesize it. The reactants are: [C:1]([O:5][C:6]([NH:8][C:9]1[CH:10]=[C:11]2[C:16](=[CH:17][CH:18]=1)[CH:15]=[C:14]([C:19]([O:21][CH3:22])=[O:20])[CH:13]=[CH:12]2)=[O:7])([CH3:4])([CH3:3])[CH3:2].C1C(=O)N([Br:30])C(=O)C1. (2) Given the product [C:26]([O:14][C@@H:12]1[CH2:11][CH2:10][N:9]([C:19]([O:21][C:22]([CH3:25])([CH3:24])[CH3:23])=[O:20])[C@@H:8]([C:5]2[CH:6]=[CH:7][C:2]([F:1])=[CH:3][CH:4]=2)[CH2:13]1)(=[O:28])[CH3:27], predict the reactants needed to synthesize it. The reactants are: [F:1][C:2]1[CH:7]=[CH:6][C:5]([C@@H:8]2[CH2:13][C@H:12]([O:14]S(C)(=O)=O)[CH2:11][CH2:10][N:9]2[C:19]([O:21][C:22]([CH3:25])([CH3:24])[CH3:23])=[O:20])=[CH:4][CH:3]=1.[C:26]([O-])(=[O:28])[CH3:27].[Na+]. (3) Given the product [OH:34][CH2:32][CH2:33][O:1][C:2]1[C:11]([C:12](=[O:15])[CH2:13][CH3:14])=[C:10]2[C:5]([C:6]([CH2:17][CH2:18][CH3:19])=[CH:7][C:8](=[O:16])[O:9]2)=[C:4]2[O:20][C:21]([CH3:25])([CH3:24])[CH:22]=[CH:23][C:3]=12, predict the reactants needed to synthesize it. The reactants are: [OH:1][C:2]1[C:11]([C:12](=[O:15])[CH2:13][CH3:14])=[C:10]2[C:5]([C:6]([CH2:17][CH2:18][CH3:19])=[CH:7][C:8](=[O:16])[O:9]2)=[C:4]2[O:20][C:21]([CH3:25])([CH3:24])[CH:22]=[CH:23][C:3]=12.C(=O)([O-])[O-].[K+].[K+].[C:32](OCCBr)(=[O:34])[CH3:33]. (4) The reactants are: C(O[C:6](=O)[N:7]([CH2:9][C:10]1[CH:39]=[CH:38][C:13]2[N:14]([CH2:33][CH2:34][CH:35]([CH3:37])[CH3:36])[C:15]([CH2:17][N:18]3[C:27]4[C:22](=[CH:23][CH:24]=[CH:25][CH:26]=4)[C:21](=[O:28])[N:20]([CH:29]4[CH2:31][CH2:30]4)[C:19]3=[O:32])=[N:16][C:12]=2[CH:11]=1)C)(C)(C)C.C1(OC)C=CC=CC=1.C(O)(C(F)(F)F)=O.C(Cl)(=O)C. Given the product [CH:29]1([N:20]2[C:21](=[O:28])[C:22]3[C:27](=[CH:26][CH:25]=[CH:24][CH:23]=3)[N:18]([CH2:17][C:15]3[N:14]([CH2:33][CH2:34][CH:35]([CH3:37])[CH3:36])[C:13]4[CH:38]=[CH:39][C:10]([CH2:9][NH:7][CH3:6])=[CH:11][C:12]=4[N:16]=3)[C:19]2=[O:32])[CH2:31][CH2:30]1, predict the reactants needed to synthesize it.